Dataset: TCR-epitope binding with 47,182 pairs between 192 epitopes and 23,139 TCRs. Task: Binary Classification. Given a T-cell receptor sequence (or CDR3 region) and an epitope sequence, predict whether binding occurs between them. (1) The epitope is GTSGSPIINR. The TCR CDR3 sequence is CASSDGTEQPQHF. Result: 1 (the TCR binds to the epitope). (2) The epitope is MPASWVMRI. The TCR CDR3 sequence is CASSLKGVGQSDEQYF. Result: 0 (the TCR does not bind to the epitope). (3) The epitope is LPRRSGAAGA. The TCR CDR3 sequence is CASSTWTAPQETQYF. Result: 1 (the TCR binds to the epitope). (4) The epitope is LQPFPQPELPYPQPQ. The TCR CDR3 sequence is CASRFSPGENTEAFF. Result: 0 (the TCR does not bind to the epitope).